From a dataset of Catalyst prediction with 721,799 reactions and 888 catalyst types from USPTO. Predict which catalyst facilitates the given reaction. (1) Reactant: [Li]CCCC.Br[C:7]1[CH:12]=[CH:11][CH:10]=[C:9]([Br:13])[CH:8]=1.[Br:14][C:15]1[CH:16]=[C:17]([CH:20]=[CH:21][CH:22]=1)[CH:18]=[O:19]. Product: [Br:13][C:9]1[CH:8]=[C:7]([CH:18]([C:17]2[CH:20]=[CH:21][CH:22]=[C:15]([Br:14])[CH:16]=2)[OH:19])[CH:12]=[CH:11][CH:10]=1. The catalyst class is: 1. (2) Reactant: C[O:2][C:3]([CH:5]1[O:9][CH:8]([C:10]2[CH:15]=[CH:14][C:13]([O:16][CH3:17])=[CH:12][C:11]=2[O:18][CH3:19])[N:7]([S:20][C:21]2[CH:26]=[CH:25][CH:24]=[CH:23][C:22]=2[N+:27]([O-:29])=[O:28])[CH:6]1[C:30]1[CH:35]=[CH:34][CH:33]=[CH:32][CH:31]=1)=[O:4].[OH-].[Na+:37]. Product: [CH3:19][O:18][C:11]1[CH:12]=[C:13]([O:16][CH3:17])[CH:14]=[CH:15][C:10]=1[CH:8]1[N:7]([S:20][C:21]2[CH:26]=[CH:25][CH:24]=[CH:23][C:22]=2[N+:27]([O-:29])=[O:28])[CH:6]([C:30]2[CH:35]=[CH:34][CH:33]=[CH:32][CH:31]=2)[CH:5]([C:3]([O-:4])=[O:2])[O:9]1.[Na+:37]. The catalyst class is: 5. (3) Reactant: [CH3:1][C:2]1[N:7]=[CH:6][C:5]([C:8]2[CH:12]=[CH:11][O:10][N:9]=2)=[CH:4][N:3]=1.[Br:13]NC(=O)CCC(N)=O.C(OOC(=O)C1C=CC=CC=1)(=O)C1C=CC=CC=1. Product: [Br:13][CH2:1][C:2]1[N:3]=[CH:4][C:5]([C:8]2[CH:12]=[CH:11][O:10][N:9]=2)=[CH:6][N:7]=1. The catalyst class is: 53. (4) Reactant: [CH2:1]([C:5]1[CH:10]=[CH:9][C:8]([C:11]([C:13]2[C:22]3[C:17](=[CH:18][CH:19]=[CH:20][CH:21]=3)[CH:16]=[CH:15][N:14]=2)=O)=[CH:7][CH:6]=1)[CH2:2][CH2:3][CH3:4].O.NN.[OH-].[K+]. Product: [CH2:1]([C:5]1[CH:10]=[CH:9][C:8]([CH2:11][C:13]2[C:22]3[C:17](=[CH:18][CH:19]=[CH:20][CH:21]=3)[CH:16]=[CH:15][N:14]=2)=[CH:7][CH:6]=1)[CH2:2][CH2:3][CH3:4]. The catalyst class is: 831. (5) Reactant: [CH3:1][O:2][C:3]1[CH:8]=[CH:7][C:6]([CH:9]2[O:14][C@H:13]3[CH2:15][C@H:16]([N:18]4[C:22]5[N:23]=[CH:24][N:25]=[C:26]([CH3:27])[C:21]=5[CH:20]=[CH:19]4)[CH2:17][C@H:12]3[CH2:11][O:10]2)=[CH:5][CH:4]=1.[I:28]N1C(=O)CCC1=O. Product: [I:28][C:20]1[C:21]2[C:26]([CH3:27])=[N:25][CH:24]=[N:23][C:22]=2[N:18]([C@H:16]2[CH2:15][C@@H:13]3[O:14][CH:9]([C:6]4[CH:5]=[CH:4][C:3]([O:2][CH3:1])=[CH:8][CH:7]=4)[O:10][CH2:11][C@@H:12]3[CH2:17]2)[CH:19]=1. The catalyst class is: 2.